This data is from Reaction yield outcomes from USPTO patents with 853,638 reactions. The task is: Predict the reaction yield, written as a fraction of the theoretical maximum amount of product (1.0 means a 100% yield; for example, 0.34 means a 34% yield). (1) The reactants are [Br:1][C:2]1[CH:3]=[CH:4][C:5]([O:20]C)=[C:6]([S:8]([NH:11][C:12]2[CH:17]=[C:16]([Cl:18])[CH:15]=[C:14]([Cl:19])[CH:13]=2)(=[O:10])=[O:9])[CH:7]=1.[I-].[Li+].N1C(C)=CC(C)=CC=1C.Cl. No catalyst specified. The product is [Br:1][C:2]1[CH:3]=[CH:4][C:5]([OH:20])=[C:6]([S:8]([NH:11][C:12]2[CH:17]=[C:16]([Cl:18])[CH:15]=[C:14]([Cl:19])[CH:13]=2)(=[O:10])=[O:9])[CH:7]=1. The yield is 0.453. (2) The reactants are [CH3:1][N:2]([CH2:4][CH2:5][N:6]1[C:20](=[O:21])[C:15]2=[CH:16][C:17]([NH2:19])=[CH:18][C:13]3[C:14]2=[C:9]([CH:10]=[CH:11][CH:12]=3)[C:7]1=[O:8])[CH3:3].[CH2:22]([O:24][C:25]([N:27]=[C:28]=[O:29])=[O:26])[CH3:23].O. The catalyst is CC(=O)CC. The product is [CH2:22]([O:24][C:25](=[O:26])[NH:27][C:28]([NH:19][C:17]1[CH:18]=[C:13]2[CH:12]=[CH:11][CH:10]=[C:9]3[C:14]2=[C:15]([CH:16]=1)[C:20](=[O:21])[N:6]([CH2:5][CH2:4][N:2]([CH3:1])[CH3:3])[C:7]3=[O:8])=[O:29])[CH3:23]. The yield is 0.760. (3) The reactants are [NH2:1][C:2]1[CH:3]=[N:4][CH:5]=[CH:6][CH:7]=1.[Li+].CC([N-]C(C)C)C.Cl[C:17]1[N:22]=[C:21]([N:23]2[CH2:28][CH2:27][O:26][CH2:25][CH2:24]2)[N:20]=[C:19]([N:29]2[C:33]3[CH:34]=[CH:35][CH:36]=[C:37]([O:38][CH3:39])[C:32]=3[N:31]=[C:30]2[CH:40]([F:42])[F:41])[N:18]=1.N. The catalyst is C1COCC1.O.C(O)(=O)C. The product is [F:42][CH:40]([F:41])[C:30]1[N:29]([C:19]2[N:20]=[C:21]([N:23]3[CH2:28][CH2:27][O:26][CH2:25][CH2:24]3)[N:22]=[C:17]([NH:1][C:2]3[CH:3]=[N:4][CH:5]=[CH:6][CH:7]=3)[N:18]=2)[C:33]2[CH:34]=[CH:35][CH:36]=[C:37]([O:38][CH3:39])[C:32]=2[N:31]=1. The yield is 0.730. (4) The reactants are [N:1]1([C:6]2[CH:13]=[CH:12][C:9]([CH:10]=O)=[CH:8][CH:7]=2)[CH:5]=[N:4][CH:3]=[N:2]1.[C:14]([O-])([O-])=O.[K+].[K+]. The catalyst is O1CCOCC1.[Br-].C[P+](C1C=CC=CC=1)(C1C=CC=CC=1)C1C=CC=CC=1. The product is [CH:10]([C:9]1[CH:12]=[CH:13][C:6]([N:1]2[CH:5]=[N:4][CH:3]=[N:2]2)=[CH:7][CH:8]=1)=[CH2:14]. The yield is 0.630. (5) The reactants are [OH-].[Li+].[Cl:3][C:4]1[CH:9]=[CH:8][C:7]([C:10]([NH:12][C@@H:13]([CH:18]2[CH2:23][CH2:22][CH2:21][CH2:20][CH2:19]2)[C:14]([O:16]C)=[O:15])=[O:11])=[C:6]([NH:24][C:25]([NH:27][C:28]2[C:33]([Cl:34])=[CH:32][C:31]([Cl:35])=[CH:30][C:29]=2[Cl:36])=[O:26])[CH:5]=1.CO.Cl. The catalyst is C1COCC1.CCCCCC.C(OCC)(=O)C.O. The product is [Cl:3][C:4]1[CH:9]=[CH:8][C:7]([C:10]([NH:12][CH:13]([CH:18]2[CH2:23][CH2:22][CH2:21][CH2:20][CH2:19]2)[C:14]([OH:16])=[O:15])=[O:11])=[C:6]([NH:24][C:25]([NH:27][C:28]2[C:29]([Cl:36])=[CH:30][C:31]([Cl:35])=[CH:32][C:33]=2[Cl:34])=[O:26])[CH:5]=1. The yield is 0.170.